Predict the reactants needed to synthesize the given product. From a dataset of Full USPTO retrosynthesis dataset with 1.9M reactions from patents (1976-2016). (1) The reactants are: [F:1][C:2]1[C:10]([F:11])=[CH:9][C:5]([C:6]([OH:8])=O)=[C:4]([NH:12][CH2:13][CH:14]([CH3:16])[CH3:15])[CH:3]=1.CCN=C=NCCCN(C)C.C1C=CC2N(O)N=NC=2C=1.CCN(C(C)C)C(C)C.Cl.[CH3:48][C:49]([NH2:56])([CH2:52][CH:53]([CH3:55])[CH3:54])[C:50]#[CH:51]. Given the product [CH3:48][C:49]([NH:56][C:6](=[O:8])[C:5]1[CH:9]=[C:10]([F:11])[C:2]([F:1])=[CH:3][C:4]=1[NH:12][CH2:13][CH:14]([CH3:16])[CH3:15])([CH2:52][CH:53]([CH3:55])[CH3:54])[C:50]#[CH:51], predict the reactants needed to synthesize it. (2) Given the product [CH3:2][O:3][CH2:4][CH2:5]/[CH:6]=[CH:32]/[C:34]1[N:38]2[CH:39]=[CH:40][CH:41]=[CH:42][C:37]2=[N:36][C:35]=1[C:43]([O:45][CH2:46][CH3:47])=[O:44], predict the reactants needed to synthesize it. The reactants are: [Br-].[CH3:2][O:3][CH2:4][CH2:5][CH2:6][P+](C1C=CC=CC=1)(C1C=CC=CC=1)C1C=CC=CC=1.CC(C)([O-])C.[K+].[CH:32]([C:34]1[N:38]2[CH:39]=[CH:40][CH:41]=[CH:42][C:37]2=[N:36][C:35]=1[C:43]([O:45][CH2:46][CH3:47])=[O:44])=O.O. (3) Given the product [NH:19]1[CH2:18][CH2:17][CH:16]([C:14]([N:11]2[CH2:12][CH2:13][C@H:9]([NH:8][C:6](=[O:7])[O:5][C:1]([CH3:3])([CH3:2])[CH3:4])[CH2:10]2)=[O:15])[CH2:21][CH2:20]1, predict the reactants needed to synthesize it. The reactants are: [C:1]([O:5][C:6]([NH:8][C@H:9]1[CH2:13][CH2:12][N:11]([C:14]([CH:16]2[CH2:21][CH2:20][N:19](C(OCC3C=CC=CC=3)=O)[CH2:18][CH2:17]2)=[O:15])[CH2:10]1)=[O:7])([CH3:4])([CH3:3])[CH3:2]. (4) Given the product [Cl:26][C:23]1[CH:24]=[CH:25][C:20]([C:19]([N:17]([CH3:18])[C:12]2[CH:13]=[CH:14][CH:15]=[CH:16][C:11]=2[O:10][CH2:9][CH2:8][CH2:7][C:6]([OH:41])=[O:5])=[O:40])=[CH:21][C:22]=1[C:27]1[C:36]([C:37]#[N:38])=[CH:35][C:34]2[C:29](=[CH:30][CH:31]=[CH:32][C:33]=2[F:39])[N:28]=1, predict the reactants needed to synthesize it. The reactants are: C([O:5][C:6](=[O:41])[CH2:7][CH2:8][CH2:9][O:10][C:11]1[CH:16]=[CH:15][CH:14]=[CH:13][C:12]=1[N:17]([C:19](=[O:40])[C:20]1[CH:25]=[CH:24][C:23]([Cl:26])=[C:22]([C:27]2[C:36]([C:37]#[N:38])=[CH:35][C:34]3[C:29](=[CH:30][CH:31]=[CH:32][C:33]=3[F:39])[N:28]=2)[CH:21]=1)[CH3:18])(C)(C)C. (5) The reactants are: [CH3:1][C:2]1[N:7]=[CH:6][C:5]([CH2:8][C:9]2[C:10](=[O:17])[N:11]=[C:12](SC)[NH:13][CH:14]=2)=[CH:4][N:3]=1.[Cl:18][C:19]1[CH:34]=[CH:33][C:22]([O:23][C:24]2[CH:29]=[CH:28][C:27]([CH2:30][CH2:31][NH2:32])=[CH:26][CH:25]=2)=[CH:21][C:20]=1[C:35]([F:38])([F:37])[F:36]. Given the product [Cl:18][C:19]1[CH:34]=[CH:33][C:22]([O:23][C:24]2[CH:29]=[CH:28][C:27]([CH2:30][CH2:31][NH:32][C:12]3[NH:13][CH:14]=[C:9]([CH2:8][C:5]4[CH:4]=[N:3][C:2]([CH3:1])=[N:7][CH:6]=4)[C:10](=[O:17])[N:11]=3)=[CH:26][CH:25]=2)=[CH:21][C:20]=1[C:35]([F:36])([F:37])[F:38], predict the reactants needed to synthesize it. (6) Given the product [C:28]1([O:27][C:25](=[O:26])[NH:1][CH2:2][C@@H:3]2[CH2:7][C@@H:6]([F:8])[CH2:5][N:4]2[C:9](=[O:10])[NH:11][C:12]2[C:20]3[C:15](=[CH:16][CH:17]=[CH:18][CH:19]=3)[N:14]([C:21](=[O:22])[NH2:23])[CH:13]=2)[CH:33]=[CH:32][CH:31]=[CH:30][CH:29]=1, predict the reactants needed to synthesize it. The reactants are: [NH2:1][CH2:2][C@@H:3]1[CH2:7][C@@H:6]([F:8])[CH2:5][N:4]1[C:9]([NH:11][C:12]1[C:20]2[C:15](=[CH:16][CH:17]=[CH:18][CH:19]=2)[N:14]([C:21]([NH2:23])=[O:22])[CH:13]=1)=[O:10].Cl[C:25]([O:27][C:28]1[CH:33]=[CH:32][CH:31]=[CH:30][CH:29]=1)=[O:26].C(N(CC)CC)C.O. (7) Given the product [F:13][C:10]([F:12])([F:11])[C:9]([NH:8][CH2:7][C@H:2]1[N:3]([C:26]([C:25]2[CH:24]=[CH:23][S:22][C:21]=2[C:17]2[CH:16]=[C:15]([CH3:29])[CH:20]=[CH:19][CH:18]=2)=[O:27])[CH2:4][C@H:5]2[C@@H:1]1[CH2:6]2)=[O:14], predict the reactants needed to synthesize it. The reactants are: [C@H:1]12[CH2:6][C@H:5]1[CH2:4][NH:3][C@@H:2]2[CH2:7][NH:8][C:9](=[O:14])[C:10]([F:13])([F:12])[F:11].[C:15]1([CH3:29])[CH:20]=[CH:19][CH:18]=[C:17]([C:21]2[S:22][CH:23]=[CH:24][C:25]=2[C:26](O)=[O:27])[CH:16]=1. (8) Given the product [CH:17]([C:3]1[N:4]=[C:5]2[C:10]([N:11]3[CH2:16][CH2:15][O:14][CH2:13][CH2:12]3)=[CH:9][CH:8]=[N:7][N:6]2[C:2]=1[C:26]1[CH:27]=[CH:28][C:23]([C:21]([O:20][CH3:19])=[O:22])=[CH:24][CH:25]=1)=[O:18], predict the reactants needed to synthesize it. The reactants are: Br[C:2]1[N:6]2[N:7]=[CH:8][CH:9]=[C:10]([N:11]3[CH2:16][CH2:15][O:14][CH2:13][CH2:12]3)[C:5]2=[N:4][C:3]=1[CH:17]=[O:18].[CH3:19][O:20][C:21]([C:23]1[CH:28]=[CH:27][C:26](B(O)O)=[CH:25][CH:24]=1)=[O:22].